This data is from Reaction yield outcomes from USPTO patents with 853,638 reactions. The task is: Predict the reaction yield, written as a fraction of the theoretical maximum amount of product (1.0 means a 100% yield; for example, 0.34 means a 34% yield). The reactants are C(OC(=O)COC1C(C#CC2C=CC=C(S(CCC)(=O)=O)C=2)=CC(Cl)=CN=1)(C)(C)C.Br[C:32]1[CH:37]=[C:36]([Cl:38])[CH:35]=[CH:34][C:33]=1[O:39][CH2:40][O:41][CH3:42].[C:43]([C:45]1[CH:50]=[C:49]([S:51]([CH2:54][CH2:55][CH3:56])(=[O:53])=[O:52])[CH:48]=[CH:47][C:46]=1[CH3:57])#[CH:44]. No catalyst specified. The product is [CH2:54]([S:51]([C:49]1[CH:48]=[CH:47][C:46]([CH3:57])=[C:45]([C:43]#[C:44][C:32]2[CH:37]=[C:36]([Cl:38])[CH:35]=[CH:34][C:33]=2[O:39][CH2:40][O:41][CH3:42])[CH:50]=1)(=[O:52])=[O:53])[CH2:55][CH3:56]. The yield is 0.700.